The task is: Predict the reaction yield, written as a fraction of the theoretical maximum amount of product (1.0 means a 100% yield; for example, 0.34 means a 34% yield).. This data is from Reaction yield outcomes from USPTO patents with 853,638 reactions. (1) The product is [CH3:11][C:2]([NH:1][S:20]([C:17]1[CH:18]=[CH:19][C:14]([CH3:13])=[CH:15][CH:16]=1)(=[O:22])=[O:21])([CH3:12])[C:3](=[O:4])[C:5]1[CH:10]=[CH:9][CH:8]=[CH:7][CH:6]=1. The yield is 0.460. The catalyst is CN(C=O)C. The reactants are [NH2:1][C:2]([CH3:12])([CH3:11])[C:3]([C:5]1[CH:10]=[CH:9][CH:8]=[CH:7][CH:6]=1)=[O:4].[CH3:13][C:14]1[CH:15]=[CH:16][C:17]([S:20](O)(=[O:22])=[O:21])=[CH:18][CH:19]=1.ClC1C=CC(S(Cl)(=O)=O)=CC=1.C(N(CC)CC)C. (2) The yield is 0.560. The catalyst is CN(C)C=O.C(N(CC)CC)C. The product is [CH3:22][O:21][C:15]1[CH:14]=[C:13]([C:11]2[N:10]=[C:9](/[CH:23]=[CH:24]/[C:25]3[N:34]=[C:33]([N:35]([CH3:37])[CH3:36])[C:32]4[C:27](=[CH:28][CH:29]=[CH:30][CH:31]=4)[N:26]=3)[N:8]=[C:7]([N:4]3[CH2:5][CH2:6][CH:2]([NH:1][C:42](=[O:43])[CH2:41][N:40]([CH3:45])[CH3:39])[CH2:3]3)[CH:12]=2)[CH:18]=[CH:17][C:16]=1[O:19][CH3:20]. The reactants are [NH2:1][CH:2]1[CH2:6][CH2:5][N:4]([C:7]2[CH:12]=[C:11]([C:13]3[CH:18]=[CH:17][C:16]([O:19][CH3:20])=[C:15]([O:21][CH3:22])[CH:14]=3)[N:10]=[C:9](/[CH:23]=[CH:24]/[C:25]3[N:34]=[C:33]([N:35]([CH3:37])[CH3:36])[C:32]4[C:27](=[CH:28][CH:29]=[CH:30][CH:31]=4)[N:26]=3)[N:8]=2)[CH2:3]1.Cl.[CH3:39][N:40]([CH3:45])[CH2:41][C:42](O)=[O:43].ON1C2C=CC=CC=2N=N1.Cl.C(N=C=NCCCN(C)C)C.C(=O)(O)[O-].[Na+].